From a dataset of CYP3A4 inhibition data for predicting drug metabolism from PubChem BioAssay. Regression/Classification. Given a drug SMILES string, predict its absorption, distribution, metabolism, or excretion properties. Task type varies by dataset: regression for continuous measurements (e.g., permeability, clearance, half-life) or binary classification for categorical outcomes (e.g., BBB penetration, CYP inhibition). Dataset: cyp3a4_veith. (1) The drug is NC(N)=N/N=C\c1ccc(C2CCNCC2)cc1. The result is 0 (non-inhibitor). (2) The molecule is Cl.ClCCNc1nc2ccc(Cl)cc2[nH]1. The result is 0 (non-inhibitor). (3) The molecule is CC(=O)Nc1ccc(NC(=O)C/C(C)=N/NC(=O)C(=O)N2CCCC2)cc1. The result is 0 (non-inhibitor). (4) The molecule is CCC1CCCCN1CCn1c(=S)[nH]c2cc(OC)c(OC)cc2c1=O. The result is 1 (inhibitor).